This data is from Full USPTO retrosynthesis dataset with 1.9M reactions from patents (1976-2016). The task is: Predict the reactants needed to synthesize the given product. (1) Given the product [Cl:1][C:2]1[CH:3]=[C:4]([NH:9][NH:10][C:16]([O:15][C:12]([CH3:14])([CH3:13])[CH3:11])=[O:17])[CH:5]=[CH:6][C:7]=1[F:8], predict the reactants needed to synthesize it. The reactants are: [Cl:1][C:2]1[CH:3]=[C:4]([NH:9][NH2:10])[CH:5]=[CH:6][C:7]=1[F:8].[CH3:11][C:12]([O:15][C:16](O[C:16]([O:15][C:12]([CH3:14])([CH3:13])[CH3:11])=[O:17])=[O:17])([CH3:14])[CH3:13].C([O-])([O-])=O.[Na+].[Na+].C(#N)C. (2) Given the product [ClH:29].[CH3:1][N:2]1[CH2:7][CH2:6][N:5]([CH2:8][CH2:9][N:10]([C:15]2[CH:16]=[C:17]([CH:22]=[CH:23][C:24]=2[C:25]([F:28])([F:26])[F:27])[C:18]([OH:20])=[O:19])[S:11]([CH3:14])(=[O:13])=[O:12])[CH2:4][CH2:3]1, predict the reactants needed to synthesize it. The reactants are: [CH3:1][N:2]1[CH2:7][CH2:6][N:5]([CH2:8][CH2:9][N:10]([C:15]2[CH:16]=[C:17]([CH:22]=[CH:23][C:24]=2[C:25]([F:28])([F:27])[F:26])[C:18]([O:20]C)=[O:19])[S:11]([CH3:14])(=[O:13])=[O:12])[CH2:4][CH2:3]1.[ClH:29]. (3) Given the product [NH2:1][C@H:2]1[CH2:7][CH2:6][CH2:5][CH2:4][C@H:3]1[NH:8][C:9]1[N:10]=[C:11]([NH:17][C:18]2[CH:26]=[CH:25][CH:24]=[C:23]3[C:19]=2[CH:20]=[CH:21][N:22]3[CH3:27])[C:12]([C:15]([NH2:16])=[O:34])=[N:13][CH:14]=1, predict the reactants needed to synthesize it. The reactants are: [NH2:1][C@H:2]1[CH2:7][CH2:6][CH2:5][CH2:4][C@H:3]1[NH:8][C:9]1[N:10]=[C:11]([NH:17][C:18]2[CH:26]=[CH:25][CH:24]=[C:23]3[C:19]=2[CH:20]=[CH:21][N:22]3[CH3:27])[C:12]([C:15]#[N:16])=[N:13][CH:14]=1.[OH-].[Na+].OO.CC(O)=[O:34]. (4) Given the product [CH2:1]([N:5]1[C:13](=[O:14])[C:12]2[N:11]([CH2:15][CH:16]=[CH2:17])[C:10]([C:18]([NH2:28])=[O:19])=[N:9][C:8]=2[N:7]([CH2:21][CH2:22][CH2:23][CH3:24])[C:6]1=[O:25])[CH2:2][CH2:3][CH3:4], predict the reactants needed to synthesize it. The reactants are: [CH2:1]([N:5]1[C:13](=[O:14])[C:12]2[N:11]([CH2:15][CH:16]=[CH2:17])[C:10]([C:18](O)=[O:19])=[N:9][C:8]=2[N:7]([CH2:21][CH2:22][CH2:23][CH3:24])[C:6]1=[O:25])[CH2:2][CH2:3][CH3:4].CC[N:28](C(C)C)C(C)C.C1CN([P+](ON2N=NC3C=CC=CC2=3)(N2CCCC2)N2CCCC2)CC1.F[P-](F)(F)(F)(F)F.N.